Dataset: Reaction yield outcomes from USPTO patents with 853,638 reactions. Task: Predict the reaction yield, written as a fraction of the theoretical maximum amount of product (1.0 means a 100% yield; for example, 0.34 means a 34% yield). (1) The reactants are Cl.Cl.[F:3][C:4]1[CH:12]=[CH:11][C:10]2[C:6](=[CH:7][N:8]([CH3:13])[N:9]=2)[C:5]=1[C@@H:14]1[CH2:16][C@H:15]1[CH2:17][NH2:18].C(N(CC)CC)C.[C:26](OC(=O)C)(=[O:28])[CH3:27]. The catalyst is O1CCCC1.C(=O)([O-])O.[Na+]. The product is [F:3][C:4]1[CH:12]=[CH:11][C:10]2[C:6](=[CH:7][N:8]([CH3:13])[N:9]=2)[C:5]=1[C@@H:14]1[CH2:16][C@H:15]1[CH2:17][NH:18][C:26](=[O:28])[CH3:27]. The yield is 0.980. (2) The reactants are CS(C)=O.[CH3:5][NH:6][C@@H:7]1[CH2:11][CH2:10][NH:9][CH2:8]1.[C:12]([C:14]1[C:19]2[N:20]=[C:21]([C:23]([N:25]([CH3:27])[CH3:26])=[O:24])[O:22][C:18]=2[C:17](F)=[C:16]([C:29]2[CH:34]=[CH:33][CH:32]=[CH:31][CH:30]=2)[C:15]=1[CH3:35])#[N:13].[CH2:36](N(CC)CC)C. The catalyst is [Cl-].[Na+].O. The product is [C:12]([C:14]1[C:19]2[N:20]=[C:21]([C:23]([N:25]([CH3:27])[CH3:26])=[O:24])[O:22][C:18]=2[C:17]([N:9]2[CH2:10][CH2:11][C@@H:7]([N:6]([CH3:36])[CH3:5])[CH2:8]2)=[C:16]([C:29]2[CH:34]=[CH:33][CH:32]=[CH:31][CH:30]=2)[C:15]=1[CH3:35])#[N:13]. The yield is 0.230. (3) The reactants are [CH2:1]=[N:2][SH:3](=[O:5])=[O:4].[C:6](=O)([O-])[O-].[K+].[K+].ClCCN(CCCl)C[C:17]1[CH:22]=[CH:21][CH:20]=[CH:19][CH:18]=1.C1O[CH2:42][CH2:41]OCCOCCOCCOCCOC1.[CH3:44][N:45]([CH3:48])C=O. No catalyst specified. The product is [CH2:1]([NH:2][S:3]([N:45]1[CH2:48][CH2:42][CH2:41][CH2:6][CH2:44]1)(=[O:5])=[O:4])[C:17]1[CH:18]=[CH:19][CH:20]=[CH:21][CH:22]=1. The yield is 0.520. (4) The reactants are [CH3:1][O:2][C:3]1[CH:18]=[CH:17][C:6]([CH2:7][N:8]2[CH2:13][CH2:12][CH2:11][CH:10]([CH2:14][CH2:15][CH3:16])[CH2:9]2)=[CH:5][CH:4]=1.[H][H].C(C1C=CC(OC2[CH:35]=[CH:34][C:31]([C:32]#[N:33])=[CH:30][N:29]=2)=CC=1)=O.[BH3-]C#N.[Na+].CC(O)=[O:44].CO. The catalyst is [OH-].[OH-].[Pd+2].C(O)C. The product is [CH2:14]([CH:10]1[CH2:11][CH2:12][CH2:13][N:8]([CH2:7][C:6]2[CH:5]=[CH:4][C:3]([O:2][C:1]3[CH:35]=[CH:34][C:31]([C:32]([NH2:33])=[O:44])=[CH:30][N:29]=3)=[CH:18][CH:17]=2)[CH2:9]1)[CH2:15][CH3:16]. The yield is 0.180. (5) The reactants are [CH3:1][C:2]1[CH:7]=[CH:6][C:5]([NH:8][C:9](=[O:20])[C:10]2[CH:15]=[CH:14][CH:13]=[C:12]([C:16]([F:19])([F:18])[F:17])[CH:11]=2)=[CH:4][C:3]=1[N+:21]([O-])=O. The catalyst is [Pd].CO.[H][H]. The product is [NH2:21][C:3]1[CH:4]=[C:5]([NH:8][C:9](=[O:20])[C:10]2[CH:15]=[CH:14][CH:13]=[C:12]([C:16]([F:17])([F:18])[F:19])[CH:11]=2)[CH:6]=[CH:7][C:2]=1[CH3:1]. The yield is 0.880. (6) The reactants are [Cl:1][C:2]1[CH:23]=[C:22]([Cl:24])[CH:21]=[CH:20][C:3]=1[CH2:4][N:5]1[C:9](/[CH:10]=[CH:11]/[C:12]([O:14]CC)=[O:13])=[CH:8][C:7]([CH:17]([CH3:19])[CH3:18])=[N:6]1.[OH-].[Na+].O1CCCC1. The catalyst is C(O)C. The product is [Cl:1][C:2]1[CH:23]=[C:22]([Cl:24])[CH:21]=[CH:20][C:3]=1[CH2:4][N:5]1[C:9](/[CH:10]=[CH:11]/[C:12]([OH:14])=[O:13])=[CH:8][C:7]([CH:17]([CH3:19])[CH3:18])=[N:6]1. The yield is 0.750. (7) The reactants are [NH2:1][CH2:2][C@H:3]([OH:6])[CH2:4][OH:5].CCN(CC)CC.[Cl:14][CH2:15][C:16](Cl)=[O:17]. The catalyst is CO.CC#N. The product is [Cl:14][CH2:15][C:16]([NH:1][CH2:2][C@H:3]([OH:6])[CH2:4][OH:5])=[O:17]. The yield is 0.920. (8) The reactants are Cl[C:2]1[CH:7]=[C:6]([Cl:8])[N:5]=[CH:4][N:3]=1.[NH2:9][C:10]1[CH:11]=[C:12]([CH:17]=[CH:18][CH:19]=1)[C:13]([O:15][CH3:16])=[O:14].CCN(C(C)C)C(C)C. The catalyst is C(O)CCC. The product is [Cl:8][C:6]1[N:5]=[CH:4][N:3]=[C:2]([NH:9][C:10]2[CH:11]=[C:12]([CH:17]=[CH:18][CH:19]=2)[C:13]([O:15][CH3:16])=[O:14])[CH:7]=1. The yield is 0.340. (9) The reactants are [C:1]([O:5][C:6]([C:8]1[C:13]([NH2:14])=[CH:12][CH:11]=[C:10]([CH3:15])[N:9]=1)=[O:7])([CH3:4])([CH3:3])[CH3:2].ClC1C=CC=C(C(OO)=[O:24])C=1.O.[OH-].[Na+]. The catalyst is C(Cl)(Cl)Cl. The product is [C:1]([O:5][C:6]([C:8]1[C:13]([NH2:14])=[CH:12][CH:11]=[C:10]([CH3:15])[N+:9]=1[O-:24])=[O:7])([CH3:4])([CH3:3])[CH3:2]. The yield is 0.996. (10) The reactants are [C:1]([O:5][C:6]([N:8]1[CH2:13][CH2:12][N:11]([C:14]2[CH:19]=[CH:18][C:17]([C:20]3[O:24][CH:23]=[N:22][C:21]=3[C:25](=[O:38])[NH:26][CH2:27][C:28]3[CH:33]=[CH:32][C:31]([O:34][CH3:35])=[CH:30][C:29]=3[O:36][CH3:37])=[CH:16][CH:15]=2)[CH2:10][C:9]1([CH3:40])[CH3:39])=[O:7])([CH3:4])([CH3:3])[CH3:2].[Li+].C[Si]([N-][Si](C)(C)C)(C)C.[I:51]I. The product is [C:1]([O:5][C:6]([N:8]1[CH2:13][CH2:12][N:11]([C:14]2[CH:19]=[CH:18][C:17]([C:20]3[O:24][C:23]([I:51])=[N:22][C:21]=3[C:25](=[O:38])[NH:26][CH2:27][C:28]3[CH:33]=[CH:32][C:31]([O:34][CH3:35])=[CH:30][C:29]=3[O:36][CH3:37])=[CH:16][CH:15]=2)[CH2:10][C:9]1([CH3:40])[CH3:39])=[O:7])([CH3:4])([CH3:3])[CH3:2]. The yield is 0.750. The catalyst is C1COCC1.